From a dataset of Full USPTO retrosynthesis dataset with 1.9M reactions from patents (1976-2016). Predict the reactants needed to synthesize the given product. Given the product [Cl:1][C:2]1[CH:3]=[C:4]([CH:7]=[CH:8][C:9]=1[NH:14][CH2:11][CH2:12][CH3:13])[C:5]#[N:6], predict the reactants needed to synthesize it. The reactants are: [Cl:1][C:2]1[CH:3]=[C:4]([CH:7]=[CH:8][C:9]=1F)[C:5]#[N:6].[CH2:11]([NH2:14])[CH2:12][CH3:13].